From a dataset of Reaction yield outcomes from USPTO patents with 853,638 reactions. Predict the reaction yield, written as a fraction of the theoretical maximum amount of product (1.0 means a 100% yield; for example, 0.34 means a 34% yield). (1) The reactants are C[O:2][CH:3](OC)[C:4]1[CH:5]=[CH:6][C:7]2[C:8]3[N:9]([N:24]=[CH:25][N:26]=3)[C:10](=[O:23])[N:11]([CH2:14][C:15]3[CH:20]=[CH:19][C:18]([O:21][CH3:22])=[CH:17][CH:16]=3)[C:12]=2[N:13]=1.O1CCCC1.Cl.C(=O)(O)[O-].[Na+]. The catalyst is O. The product is [CH3:22][O:21][C:18]1[CH:17]=[CH:16][C:15]([CH2:14][N:11]2[C:12]3[N:13]=[C:4]([CH:3]=[O:2])[CH:5]=[CH:6][C:7]=3[C:8]3=[N:26][CH:25]=[N:24][N:9]3[C:10]2=[O:23])=[CH:20][CH:19]=1. The yield is 0.770. (2) The yield is 0.870. The reactants are [Cl:1][C:2]1[CH:7]=[CH:6][C:5](/[CH:8]=[C:9](/[N+]([O-])=O)\[CH3:10])=[C:4]([F:14])[CH:3]=1.[N+:15]([CH2:17][C:18]([O:20][CH2:21][CH3:22])=[O:19])#[C-:16].C1COCC1. The product is [Cl:1][C:2]1[CH:7]=[CH:6][C:5]([C:8]2[C:9]([CH3:10])=[CH:16][NH:15][C:17]=2[C:18]([O:20][CH2:21][CH3:22])=[O:19])=[C:4]([F:14])[CH:3]=1. The catalyst is CC(O)C.